This data is from Full USPTO retrosynthesis dataset with 1.9M reactions from patents (1976-2016). The task is: Predict the reactants needed to synthesize the given product. (1) Given the product [CH2:1]([S:9]([CH2:12][C:13]([NH2:18])=[O:15])(=[O:11])=[O:10])[CH2:2][CH2:3][CH2:4][CH2:5][CH2:6][CH2:7][CH3:8], predict the reactants needed to synthesize it. The reactants are: [CH2:1]([S:9]([CH2:12][C:13]([O:15]C)=O)(=[O:11])=[O:10])[CH2:2][CH2:3][CH2:4][CH2:5][CH2:6][CH2:7][CH3:8].[OH-].[NH4+:18]. (2) Given the product [F:13][C:11]1[CH:10]=[C:9]([CH2:14][OH:15])[CH:8]=[C:7]([S:3]([CH3:2])(=[O:5])=[O:4])[CH:12]=1, predict the reactants needed to synthesize it. The reactants are: [Na+].[CH3:2][S:3]([O-:5])=[O:4].Br[C:7]1[CH:8]=[C:9]([CH2:14][OH:15])[CH:10]=[C:11]([F:13])[CH:12]=1. (3) Given the product [NH2:25][C:21]1[C:20]([CH3:33])=[C:19]([CH:24]=[CH:23][CH:22]=1)[O:18][C:12]1[C:11]([C:34]([NH:35][CH2:36][C:37]2[CH:38]=[CH:39][C:40]([O:43][CH3:44])=[CH:41][CH:42]=2)=[O:45])=[C:10]([NH:9][C:3]2[CH:4]=[CH:5][C:6]([I:8])=[CH:7][C:2]=2[F:1])[N:15]([CH3:16])[C:14](=[O:17])[CH:13]=1, predict the reactants needed to synthesize it. The reactants are: [F:1][C:2]1[CH:7]=[C:6]([I:8])[CH:5]=[CH:4][C:3]=1[NH:9][C:10]1[N:15]([CH3:16])[C:14](=[O:17])[CH:13]=[C:12]([O:18][C:19]2[C:20]([CH3:33])=[C:21]([NH:25]C(=O)OC(C)(C)C)[CH:22]=[CH:23][CH:24]=2)[C:11]=1[C:34](=[O:45])[NH:35][CH2:36][C:37]1[CH:42]=[CH:41][C:40]([O:43][CH3:44])=[CH:39][CH:38]=1.FC(F)(F)C(O)=O. (4) The reactants are: Cl[C:2]1[N:3]=[C:4]([N:21]2[CH2:26][CH2:25][CH:24]([CH2:27][NH:28]C(=O)OC(C)(C)C)[CH2:23][CH2:22]2)[C:5]2[CH:10]=[CH:9][N:8]([S:11]([C:14]3[CH:20]=[CH:19][C:17]([CH3:18])=[CH:16][CH:15]=3)(=[O:13])=[O:12])[C:6]=2[N:7]=1.[NH2:36][C:37]1[CH:42]=[CH:41][C:40]([N:43]2[CH2:48][CH2:47][N:46]([C:49](=[O:51])[CH3:50])[CH2:45][CH2:44]2)=[CH:39][CH:38]=1.C[Si](Cl)(C)C. Given the product [NH2:28][CH2:27][CH:24]1[CH2:25][CH2:26][N:21]([C:4]2[C:5]3[CH:10]=[CH:9][N:8]([S:11]([C:14]4[CH:15]=[CH:16][C:17]([CH3:18])=[CH:19][CH:20]=4)(=[O:13])=[O:12])[C:6]=3[N:7]=[C:2]([NH:36][C:37]3[CH:38]=[CH:39][C:40]([N:43]4[CH2:44][CH2:45][N:46]([C:49](=[O:51])[CH3:50])[CH2:47][CH2:48]4)=[CH:41][CH:42]=3)[N:3]=2)[CH2:22][CH2:23]1, predict the reactants needed to synthesize it. (5) Given the product [CH3:1][O:2][C:3]1[N:8]=[CH:7][C:6]([N:9]2[CH2:24][CH2:23][C:12]3[N:13]=[CH:14][N:15]=[C:16]([O:17][C@H:18]4[CH2:22][CH2:21][N:20]([C:35]([C:33]5[CH:32]=[N:31][N:30]([CH3:29])[CH:34]=5)=[O:36])[CH2:19]4)[C:11]=3[CH2:10]2)=[CH:5][C:4]=1[C:25]([F:28])([F:26])[F:27], predict the reactants needed to synthesize it. The reactants are: [CH3:1][O:2][C:3]1[N:8]=[CH:7][C:6]([N:9]2[CH2:24][CH2:23][C:12]3[N:13]=[CH:14][N:15]=[C:16]([O:17][C@H:18]4[CH2:22][CH2:21][NH:20][CH2:19]4)[C:11]=3[CH2:10]2)=[CH:5][C:4]=1[C:25]([F:28])([F:27])[F:26].[CH3:29][N:30]1[CH:34]=[C:33]([C:35](O)=[O:36])[CH:32]=[N:31]1.N1(O)C2C=CC=CC=2N=N1.C(Cl)CCl. (6) Given the product [C:1]([CH:3]1[CH2:4][N:5]([C:7](=[O:42])[C@H:8]([NH:10][C:11]([C:13]2[C:21]3[C:16](=[N:17][CH:18]=[C:19]([C:22]4[N:23]=[C:24]([CH2:32][OH:33])[N:25]5[CH:30]=[C:29]([F:31])[CH:28]=[CH:27][C:26]=45)[N:20]=3)[NH:15][CH:14]=2)=[O:12])[CH3:9])[CH2:6]1)#[N:2], predict the reactants needed to synthesize it. The reactants are: [C:1]([CH:3]1[CH2:6][N:5]([C:7](=[O:42])[C@H:8]([NH:10][C:11]([C:13]2[C:21]3[C:16](=[N:17][CH:18]=[C:19]([C:22]4[N:23]=[C:24]([CH2:32][OH:33])[N:25]5[CH:30]=[C:29]([F:31])[CH:28]=[CH:27][C:26]=45)[N:20]=3)[N:15](COCC[Si](C)(C)C)[CH:14]=2)=[O:12])[CH3:9])[CH2:4]1)#[N:2].FC(F)(F)C(O)=O.C(N)CN. (7) Given the product [Cl:1][C:2]1[CH:3]=[CH:4][C:5]([CH2:6][NH:7][C:8]([C:10]2[CH:11]=[C:12]3[C:13]([C:14](=[O:16])[N:25]([C:26]4[CH:27]=[C:28]([C:32]([OH:34])=[O:33])[CH:29]=[N:30][CH:31]=4)[C:21](=[S:22])[NH:20]3)=[CH:18][CH:19]=2)=[O:9])=[CH:23][CH:24]=1, predict the reactants needed to synthesize it. The reactants are: [Cl:1][C:2]1[CH:24]=[CH:23][C:5]([CH2:6][NH:7][C:8]([C:10]2[CH:19]=[CH:18][C:13]([C:14]([O:16]C)=O)=[C:12]([N:20]=[C:21]=[S:22])[CH:11]=2)=[O:9])=[CH:4][CH:3]=1.[NH2:25][C:26]1[CH:27]=[C:28]([C:32]([OH:34])=[O:33])[CH:29]=[N:30][CH:31]=1.